Predict the reaction yield, written as a fraction of the theoretical maximum amount of product (1.0 means a 100% yield; for example, 0.34 means a 34% yield). From a dataset of Reaction yield outcomes from USPTO patents with 853,638 reactions. (1) The yield is 0.900. The product is [Cl:1][C:2]1[CH:3]=[C:4]([C@@H:12]([CH2:22][CH:23]2[CH2:24][CH2:25][CH2:26][CH2:27]2)[C:13]([NH:15][C:16]2[CH:20]=[CH:19][N:18]([CH2:21][S:43]([CH3:42])(=[O:45])=[O:44])[N:17]=2)=[O:14])[CH:5]=[CH:6][C:7]=1[S:8]([CH3:11])(=[O:10])=[O:9]. The reactants are [Cl:1][C:2]1[CH:3]=[C:4]([C@@H:12]([CH2:22][CH:23]2[CH2:27][CH2:26][CH2:25][CH2:24]2)[C:13]([NH:15][C:16]2[CH:20]=[CH:19][N:18]([CH3:21])[N:17]=2)=[O:14])[CH:5]=[CH:6][C:7]=1[S:8]([CH3:11])(=[O:10])=[O:9].C(Cl)(=O)C(Cl)=O.N1C(C)=CC=CC=1C.[CH3:42][S:43](CN1C=CC(N)=N1)(=[O:45])=[O:44]. The catalyst is C(Cl)Cl. (2) The reactants are [Cl:1][C:2]1[CH:11]=[C:10]([OH:12])[C:9]([N+:13]([O-:15])=[O:14])=[CH:8][C:3]=1[C:4]([O:6][CH3:7])=[O:5].C(=O)([O-])[O-].[K+].[K+].[CH3:22][C:23](=O)CC. No catalyst specified. The product is [Cl:1][C:2]1[CH:11]=[C:10]([O:12][CH2:22][CH3:23])[C:9]([N+:13]([O-:15])=[O:14])=[CH:8][C:3]=1[C:4]([O:6][CH3:7])=[O:5]. The yield is 0.480. (3) The reactants are [C:1]([Si:5]([CH3:28])([CH3:27])[O:6][C@H:7]([CH3:26])[CH2:8][N:9]1[C:17]2[C:12](=[CH:13][CH:14]=[C:15]3[O:21][CH2:20][C@H:19]([O:22][CH2:23][CH2:24]O)[CH2:18][C:16]3=2)[CH:11]=[N:10]1)([CH3:4])([CH3:3])[CH3:2].C(N(CC)CC)C.CS(OS(C)(=O)=O)(=O)=O.[N-:45]=[N+:46]=[N-:47].[Na+]. The catalyst is C1COCC1. The product is [N:45]([CH2:24][CH2:23][O:22][C@H:19]1[CH2:20][O:21][C:15]2=[CH:14][CH:13]=[C:12]3[C:17]([N:9]([CH2:8][C@H:7]([O:6][Si:5]([C:1]([CH3:4])([CH3:3])[CH3:2])([CH3:27])[CH3:28])[CH3:26])[N:10]=[CH:11]3)=[C:16]2[CH2:18]1)=[N+:46]=[N-:47]. The yield is 0.490. (4) The reactants are [F:1][C:2]1[C:10](=O)[N:9]2[C:5]([NH:6][C:7]3[CH:15]=[CH:14][CH:13]=[CH:12][C:8]=32)=[C:4]([C:16]#[N:17])[C:3]=1[CH3:18].P(Cl)(Cl)([Cl:21])=O. No catalyst specified. The product is [Cl:21][C:10]1[N:9]2[C:5](=[N:6][C:7]3[CH:15]=[CH:14][CH:13]=[CH:12][C:8]=32)[C:4]([C:16]#[N:17])=[C:3]([CH3:18])[C:2]=1[F:1]. The yield is 0.820. (5) The reactants are Br[C:2]1[CH:3]=[C:4]([O:24][C:25]2[C:26]([CH3:32])=[N:27][N:28]([CH3:31])[C:29]=2[CH3:30])[C:5]([NH:8][C:9]2[S:13][N:12]=[C:11]([C@H:14]3[CH2:18][O:17][C:16]4([CH2:23][CH2:22][CH2:21][CH2:20][CH2:19]4)[O:15]3)[N:10]=2)=[N:6][CH:7]=1.[O-]P([O-])([O-])=O.[K+].[K+].[K+].CC1(C)C2C(=C(P(C3C=CC=CC=3)C3C=CC=CC=3)C=CC=2)OC2C(P(C3C=CC=CC=3)C3C=CC=CC=3)=CC=CC1=2.[SH:83][CH2:84][CH2:85][C:86]([O:88][CH3:89])=[O:87]. The catalyst is C1C=CC(/C=C/C(/C=C/C2C=CC=CC=2)=O)=CC=1.C1C=CC(/C=C/C(/C=C/C2C=CC=CC=2)=O)=CC=1.C1C=CC(/C=C/C(/C=C/C2C=CC=CC=2)=O)=CC=1.[Pd].[Pd].O. The product is [O:15]1[C:16]2([CH2:23][CH2:22][CH2:21][CH2:20][CH2:19]2)[O:17][CH2:18][C@@H:14]1[C:11]1[N:10]=[C:9]([NH:8][C:5]2[N:6]=[CH:7][C:2]([S:83][CH2:84][CH2:85][C:86]([O:88][CH3:89])=[O:87])=[CH:3][C:4]=2[O:24][C:25]2[C:26]([CH3:32])=[N:27][N:28]([CH3:31])[C:29]=2[CH3:30])[S:13][N:12]=1. The yield is 0.467. (6) The reactants are [C:12]([O:11][C:9](O[C:9]([O:11][C:12]([CH3:15])([CH3:14])[CH3:13])=[O:10])=[O:10])([CH3:15])([CH3:14])[CH3:13].[CH2:16]([O:23][C:24]1[CH:25]=[C:26]([NH:30][C:31]2[N:36]=[CH:35][C:34]([Br:37])=[CH:33][N:32]=2)[CH:27]=[CH:28][CH:29]=1)[C:17]1[CH:22]=[CH:21][CH:20]=[CH:19][CH:18]=1.N1C=CC=CC=1. The catalyst is CN(C1C=CN=CC=1)C.C1COCC1.C(OCC)C. The product is [CH2:16]([O:23][C:24]1[CH:25]=[C:26]([N:30]([C:31]2[N:32]=[CH:33][C:34]([Br:37])=[CH:35][N:36]=2)[C:9]([O:11][C:12]([CH3:13])([CH3:14])[CH3:15])=[O:10])[CH:27]=[CH:28][CH:29]=1)[C:17]1[CH:22]=[CH:21][CH:20]=[CH:19][CH:18]=1. The yield is 0.750.